From a dataset of Reaction yield outcomes from USPTO patents with 853,638 reactions. Predict the reaction yield, written as a fraction of the theoretical maximum amount of product (1.0 means a 100% yield; for example, 0.34 means a 34% yield). (1) The catalyst is C1COCC1. The product is [NH2:1][CH:4]([C:6]1[N:7]([C:17]2[CH:22]=[CH:21][CH:20]=[C:19]([F:23])[CH:18]=2)[C:8](=[O:16])[C:9]2[N:10]([CH:12]=[CH:13][C:14]=2[Cl:15])[CH:11]=1)[CH3:5]. The yield is 0.510. The reactants are [N:1]([CH:4]([C:6]1[N:7]([C:17]2[CH:22]=[CH:21][CH:20]=[C:19]([F:23])[CH:18]=2)[C:8](=[O:16])[C:9]2[N:10]([CH:12]=[CH:13][C:14]=2[Cl:15])[CH:11]=1)[CH3:5])=[N+]=[N-].C1C=CC(P(C2C=CC=CC=2)C2C=CC=CC=2)=CC=1.N.O. (2) No catalyst specified. The reactants are [NH2:1][C:2]1[C:3](=[O:15])[N:4]([CH3:14])[C:5](=[O:13])[N:6]([CH2:9][CH2:10][CH2:11][CH3:12])[C:7]=1[NH2:8].[F:16][C:17]([F:34])([F:33])[C:18]([F:32])([F:31])[C:19](O[C:19](=O)[C:18]([F:32])([F:31])[C:17]([F:34])([F:33])[F:16])=O. The product is [CH2:9]([N:6]1[C:7]2[N:8]=[C:19]([C:18]([F:32])([F:31])[C:17]([F:34])([F:33])[F:16])[NH:1][C:2]=2[C:3](=[O:15])[N:4]([CH3:14])[C:5]1=[O:13])[CH2:10][CH2:11][CH3:12]. The yield is 0.340. (3) The reactants are [CH3:1][C:2]1[N:3]=[C:4]([N:10]2[CH2:14][CH2:13][N:12]([CH2:15][C:16]3[CH:21]=[CH:20][C:19]([C:22]([F:25])([F:24])[F:23])=[CH:18][CH:17]=3)[C:11]2=[O:26])[S:5][C:6]=1[C:7]([NH2:9])=O.CO[C:29](OC)([N:31](C)C)[CH3:30].C(O)(=O)C.O.[NH2:41]N. The catalyst is O1CCOCC1. The product is [CH3:1][C:2]1[N:3]=[C:4]([N:10]2[CH2:14][CH2:13][N:12]([CH2:15][C:16]3[CH:21]=[CH:20][C:19]([C:22]([F:25])([F:24])[F:23])=[CH:18][CH:17]=3)[C:11]2=[O:26])[S:5][C:6]=1[C:7]1[NH:31][C:29]([CH3:30])=[N:41][N:9]=1. The yield is 0.580. (4) The reactants are [I:1][C:2]1[CH:7]=[N:6][NH:5][C:4](=[O:8])[CH:3]=1.C1(C)C=CC(S([O-])(=O)=O)=CC=1.[NH+]1C=CC=CC=1.[O:26]1[CH:31]=[CH:30][CH2:29][CH2:28][CH2:27]1. The catalyst is O1CCCC1. The product is [I:1][C:2]1[CH:7]=[N:6][N:5]([CH:27]2[CH2:28][CH2:29][CH2:30][CH2:31][O:26]2)[C:4](=[O:8])[CH:3]=1. The yield is 0.980.